From a dataset of Full USPTO retrosynthesis dataset with 1.9M reactions from patents (1976-2016). Predict the reactants needed to synthesize the given product. (1) Given the product [NH2:34][C:28]1[C:27]([CH3:26])=[CH:32][CH:31]=[CH:30][C:29]=1[NH:33][C:14]([C@@H:9]1[C@@H:10]([CH3:13])[CH2:11][CH2:12][N:8]1[C:6]([O:5][C:1]([CH3:2])([CH3:3])[CH3:4])=[O:7])=[O:16], predict the reactants needed to synthesize it. The reactants are: [C:1]([O:5][C:6]([N:8]1[CH2:12][CH2:11][C@H:10]([CH3:13])[C@H:9]1[C:14]([OH:16])=O)=[O:7])([CH3:4])([CH3:3])[CH3:2].CCN(C(C)C)C(C)C.[CH3:26][C:27]1[CH:32]=[CH:31][CH:30]=[C:29]([NH2:33])[C:28]=1[NH2:34].CN(C(ON1N=NC2C=CC=NC1=2)=[N+](C)C)C.F[P-](F)(F)(F)(F)F. (2) Given the product [CH3:1][O:2][C:3](=[O:11])[C:4]1[CH:9]=[CH:8][C:7]([C:17]#[C:16][Si:13]([CH3:15])([CH3:14])[CH3:12])=[CH:6][CH:5]=1, predict the reactants needed to synthesize it. The reactants are: [CH3:1][O:2][C:3](=[O:11])[C:4]1[CH:9]=[CH:8][C:7](Br)=[CH:6][CH:5]=1.[CH3:12][Si:13]([C:16]#[CH:17])([CH3:15])[CH3:14].C(N(CC)CC)C. (3) Given the product [C:20]([O:19][C:18]([NH:17][C@@H:15]([C:12]1[CH:11]=[CH:10][C:9]([C:33]2[C:28]([C:29]([O:31][CH3:32])=[O:30])=[C:27]([F:26])[CH:36]=[CH:35][CH:34]=2)=[CH:14][CH:13]=1)[CH3:16])=[O:24])([CH3:21])([CH3:22])[CH3:23], predict the reactants needed to synthesize it. The reactants are: CC1(C)C(C)(C)OB([C:9]2[CH:14]=[CH:13][C:12]([C@H:15]([NH:17][C:18](=[O:24])[O:19][C:20]([CH3:23])([CH3:22])[CH3:21])[CH3:16])=[CH:11][CH:10]=2)O1.[F:26][C:27]1[CH:36]=[CH:35][CH:34]=[C:33](I)[C:28]=1[C:29]([O:31][CH3:32])=[O:30].C(=O)([O-])[O-].[K+].[K+].C1(C)C=CC=CC=1P(C1C=CC=CC=1C)C1C=CC=CC=1C.